From a dataset of Full USPTO retrosynthesis dataset with 1.9M reactions from patents (1976-2016). Predict the reactants needed to synthesize the given product. (1) Given the product [CH3:23][N:18]([C:13]1[CH:14]=[CH:15][CH:16]=[CH:17][C:12]=1[C:11]#[C:10][C:6]1[C:5]2[N:4]([N:3]=[C:2]([NH:35][C:34]3[CH:36]=[CH:37][CH:38]=[C:32]([N:29]4[CH2:28][CH2:27][N:26]([CH3:25])[CH2:31][CH2:30]4)[CH:33]=3)[N:24]=2)[CH:9]=[CH:8][CH:7]=1)[S:19]([CH3:22])(=[O:21])=[O:20], predict the reactants needed to synthesize it. The reactants are: Cl[C:2]1[N:24]=[C:5]2[C:6]([C:10]#[C:11][C:12]3[CH:17]=[CH:16][CH:15]=[CH:14][C:13]=3[N:18]([CH3:23])[S:19]([CH3:22])(=[O:21])=[O:20])=[CH:7][CH:8]=[CH:9][N:4]2[N:3]=1.[CH3:25][N:26]1[CH2:31][CH2:30][N:29]([C:32]2[CH:33]=[C:34]([CH:36]=[CH:37][CH:38]=2)[NH2:35])[CH2:28][CH2:27]1.C1(P(C2CCCCC2)C2C=CC=CC=2C2C=CC=CC=2P(C2CCCCC2)C2CCCCC2)CCCCC1. (2) Given the product [CH3:2][N:3]1[CH:14]=[C:13]([C:7]2[CH:12]=[CH:11][CH:10]=[CH:9][CH:8]=2)[N:5]=[N:4]1, predict the reactants needed to synthesize it. The reactants are: I[CH3:2].[N-:3]=[N+:4]=[N-:5].[Na+].[C:7]1([C:13]#[CH:14])[CH:12]=[CH:11][CH:10]=[CH:9][CH:8]=1.